This data is from Reaction yield outcomes from USPTO patents with 853,638 reactions. The task is: Predict the reaction yield, written as a fraction of the theoretical maximum amount of product (1.0 means a 100% yield; for example, 0.34 means a 34% yield). (1) The reactants are [Cl:1][C:2]1[C:7]([O:8][CH3:9])=[CH:6][C:5]([O:10][CH3:11])=[CH:4][C:3]=1[CH2:12][C:13]([OH:15])=[O:14].O=S(Cl)Cl.[CH3:20]O. The catalyst is CCOC(C)=O. The product is [Cl:1][C:2]1[C:7]([O:8][CH3:9])=[CH:6][C:5]([O:10][CH3:11])=[CH:4][C:3]=1[CH2:12][C:13]([O:15][CH3:20])=[O:14]. The yield is 1.00. (2) The reactants are [O-]P([O-])([O-])=O.[K+].[K+].[K+].[CH2:9]([NH2:16])[C:10]1[CH:15]=[CH:14][CH:13]=[CH:12][CH:11]=1.I[C:18]1[CH:25]=[CH:24][CH:23]=[CH:22][C:19]=1[CH2:20][OH:21].C(O)CO. The catalyst is [Cu]I.CCCCCC.C(OCC)(=O)C.CC(O)C. The product is [CH2:9]([NH:16][C:18]1[CH:25]=[CH:24][CH:23]=[CH:22][C:19]=1[CH2:20][OH:21])[C:10]1[CH:15]=[CH:14][CH:13]=[CH:12][CH:11]=1. The yield is 0.950. (3) The reactants are [N:1]1[CH:6]=[CH:5][CH:4]=[CH:3][C:2]=1[C:7]1[C:11]([CH2:12][O:13][C:14]2[CH:22]=[CH:21][C:17]([C:18]([OH:20])=O)=[CH:16][N:15]=2)=[CH:10][O:9][N:8]=1.[CH2:23]([NH2:25])[CH3:24]. No catalyst specified. The product is [CH2:23]([NH:25][C:18](=[O:20])[C:17]1[CH:21]=[CH:22][C:14]([O:13][CH2:12][C:11]2[C:7]([C:2]3[CH:3]=[CH:4][CH:5]=[CH:6][N:1]=3)=[N:8][O:9][CH:10]=2)=[N:15][CH:16]=1)[CH3:24]. The yield is 0.810.